Dataset: Catalyst prediction with 721,799 reactions and 888 catalyst types from USPTO. Task: Predict which catalyst facilitates the given reaction. (1) Reactant: [CH2:1]([O:3][C:4](=[O:10])/[CH:5]=[CH:6]/[C:7](O)=[O:8])[CH3:2].[C:11]([OH:15])([CH3:14])([CH3:13])[CH3:12].C1CCC(N=C=NC2CCCCC2)CC1.CC(C)=O. Product: [C:11]([O:15][C:7](=[O:8])/[CH:6]=[CH:5]/[C:4]([O:3][CH2:1][CH3:2])=[O:10])([CH3:14])([CH3:13])[CH3:12]. The catalyst class is: 64. (2) Reactant: [F:1][C:2]1[CH:8]=[CH:7][C:5]([NH2:6])=[CH:4][C:3]=1[O:9][CH3:10].[CH3:11][C:12]1([CH3:20])[O:17][C:16](=[O:18])[CH2:15][C:14](=[O:19])[O:13]1.[CH:21](OC)(OC)OC. Product: [F:1][C:2]1[CH:8]=[CH:7][C:5]([NH:6][CH:21]=[C:15]2[C:16](=[O:18])[O:17][C:12]([CH3:20])([CH3:11])[O:13][C:14]2=[O:19])=[CH:4][C:3]=1[O:9][CH3:10]. The catalyst class is: 10.